Dataset: Reaction yield outcomes from USPTO patents with 853,638 reactions. Task: Predict the reaction yield, written as a fraction of the theoretical maximum amount of product (1.0 means a 100% yield; for example, 0.34 means a 34% yield). (1) The reactants are [CH3:1][C:2]1[C:6]([CH2:7][N:8]2[N:12]=[N:11][C:10]([NH2:13])=[N:9]2)=[C:5]([CH3:14])[O:4][N:3]=1.[CH3:15][O:16][C:17]1[CH:18]=[C:19]([CH:23]=[CH:24][CH:25]=1)[C:20](Cl)=[O:21].N1C=CC=CC=1. The catalyst is C(#N)C.ClCCl. The product is [CH3:1][C:2]1[C:6]([CH2:7][N:8]2[N:12]=[N:11][C:10]([NH:13][C:20](=[O:21])[C:19]3[CH:23]=[CH:24][CH:25]=[C:17]([O:16][CH3:15])[CH:18]=3)=[N:9]2)=[C:5]([CH3:14])[O:4][N:3]=1. The yield is 0.350. (2) The product is [ClH:3].[ClH:39].[O:21]1[C:25]2[CH:26]=[CH:27][CH:28]=[CH:29][C:24]=2[CH:23]=[C:22]1[C:4]1[N:5]=[C:6]([NH:14][CH2:15][CH2:16][CH2:17][N:18]([CH3:20])[CH3:19])[C:7]2[C:12]([CH:13]=1)=[CH:11][CH:10]=[CH:9][CH:8]=2. The catalyst is C1(C)C=CC=CC=1.CO.CCO. The reactants are Cl.Cl.[Cl:3][C:4]1[N:5]=[C:6]([NH:14][CH2:15][CH2:16][CH2:17][N:18]([CH3:20])[CH3:19])[C:7]2[C:12]([CH:13]=1)=[CH:11][CH:10]=[CH:9][CH:8]=2.[O:21]1[C:25]2[CH:26]=[CH:27][CH:28]=[CH:29][C:24]=2[CH:23]=[C:22]1B(O)O.C([O-])([O-])=O.[K+].[K+].[Cl:39]C1C2C(=CC=CC=2)C=CN=1.Cl. The yield is 0.360. (3) The reactants are [C:1]([C:3]1[CH:4]=[N:5][C:6]2[C:11]([C:12]=1[NH:13][C:14]1[CH:15]=[C:16]([CH:21]=[CH:22][CH:23]=1)[C:17]([O:19]C)=[O:18])=[CH:10][C:9]([NH:24][CH2:25][CH2:26][N:27]1[CH2:32][CH2:31][O:30][CH2:29][CH2:28]1)=[N:8][CH:7]=2)#[N:2].CO.[OH-].[Li+]. The catalyst is O1CCCC1. The yield is 1.00. The product is [C:1]([C:3]1[CH:4]=[N:5][C:6]2[C:11]([C:12]=1[NH:13][C:14]1[CH:15]=[C:16]([CH:21]=[CH:22][CH:23]=1)[C:17]([OH:19])=[O:18])=[CH:10][C:9]([NH:24][CH2:25][CH2:26][N:27]1[CH2:32][CH2:31][O:30][CH2:29][CH2:28]1)=[N:8][CH:7]=2)#[N:2]. (4) The reactants are Br[CH2:2][CH2:3][CH2:4][N:5]1[C:9]2[CH:10]=[CH:11][C:12]([CH:14]=[O:15])=[CH:13][C:8]=2[NH:7][C:6]1=[O:16].[OH:17][C:18]([C:35]1[S:36][CH:37]=[CH:38][CH:39]=1)([C:30]1[S:31][CH:32]=[CH:33][CH:34]=1)[C:19]([O:21][C@H:22]1[CH2:27][CH2:26][C@H:25]([NH:28][CH3:29])[CH2:24][CH2:23]1)=[O:20].C(N(CC)CC)C. The catalyst is C(#N)C.C1COCC1. The product is [OH:17][C:18]([C:30]1[S:31][CH:32]=[CH:33][CH:34]=1)([C:35]1[S:36][CH:37]=[CH:38][CH:39]=1)[C:19]([O:21][C@H:22]1[CH2:23][CH2:24][C@H:25]([N:28]([CH2:2][CH2:3][CH2:4][N:5]2[C:9]3[CH:10]=[CH:11][C:12]([CH:14]=[O:15])=[CH:13][C:8]=3[NH:7][C:6]2=[O:16])[CH3:29])[CH2:26][CH2:27]1)=[O:20]. The yield is 0.360. (5) The reactants are [F:1][C:2]1[CH:9]=[CH:8][C:7]([C:10]2[S:11][CH:12]=[CH:13][N:14]=2)=[CH:6][C:3]=1[C:4]#[N:5].[Br:15]N1C(=O)CCC1=O.[OH-].[Na+]. The catalyst is CN(C=O)C. The product is [Br:15][C:12]1[S:11][C:10]([C:7]2[CH:8]=[CH:9][C:2]([F:1])=[C:3]([CH:6]=2)[C:4]#[N:5])=[N:14][CH:13]=1. The yield is 0.700.